This data is from Peptide-MHC class II binding affinity with 134,281 pairs from IEDB. The task is: Regression. Given a peptide amino acid sequence and an MHC pseudo amino acid sequence, predict their binding affinity value. This is MHC class II binding data. (1) The peptide sequence is MPNMLRIMASLVLAR. The MHC is DRB1_0701 with pseudo-sequence DRB1_0701. The binding affinity (normalized) is 0.686. (2) The peptide sequence is YDKFLANWSTVLTGK. The MHC is DRB1_1302 with pseudo-sequence DRB1_1302. The binding affinity (normalized) is 0.799. (3) The peptide sequence is CQFLKVEKSQLLNEF. The MHC is DRB1_1101 with pseudo-sequence DRB1_1101. The binding affinity (normalized) is 0.567. (4) The peptide sequence is NRNNTFKPFAEYKSD. The MHC is DRB1_0301 with pseudo-sequence DRB1_0301. The binding affinity (normalized) is 0.144.